From a dataset of Reaction yield outcomes from USPTO patents with 853,638 reactions. Predict the reaction yield, written as a fraction of the theoretical maximum amount of product (1.0 means a 100% yield; for example, 0.34 means a 34% yield). (1) The reactants are I[C:2]1[CH:12]=[CH:11][C:5]([C:6]([O:8][CH2:9][CH3:10])=[O:7])=[CH:4][CH:3]=1.[CH:13](/B(O)O)=[CH:14]\[C:15]1[CH:20]=[CH:19][CH:18]=[CH:17][CH:16]=1. The catalyst is CN(C=O)C. The product is [CH:13](/[C:2]1[CH:12]=[CH:11][C:5]([C:6]([O:8][CH2:9][CH3:10])=[O:7])=[CH:4][CH:3]=1)=[CH:14]\[C:15]1[CH:20]=[CH:19][CH:18]=[CH:17][CH:16]=1. The yield is 0.850. (2) The reactants are [Mg].Br[C:3]1[CH:8]=[CH:7][C:6]([CH3:9])=[CH:5][CH:4]=1.Br[C:11]1[CH:16]=[CH:15][C:14]([O:17][CH3:18])=[CH:13][CH:12]=1.[P:19](Cl)(Cl)(Cl)=[O:20]. The catalyst is BrCCBr.O1CCCC1. The product is [CH3:18][O:17][C:14]1[CH:15]=[CH:16][C:11]([P:19](=[O:20])([C:11]2[CH:16]=[CH:15][C:14]([O:17][CH3:18])=[CH:13][CH:12]=2)[C:3]2[CH:8]=[CH:7][C:6]([CH3:9])=[CH:5][CH:4]=2)=[CH:12][CH:13]=1. The yield is 0.830.